From a dataset of Reaction yield outcomes from USPTO patents with 853,638 reactions. Predict the reaction yield, written as a fraction of the theoretical maximum amount of product (1.0 means a 100% yield; for example, 0.34 means a 34% yield). (1) The reactants are [CH2:1]([C:3]1[C:11]2[S:10][CH2:9][CH:8]([C:12]3[CH:17]=[CH:16][C:15]([CH:18]([CH3:20])[CH3:19])=[CH:14][CH:13]=3)[C:7]=2[C:6]([CH3:21])=[C:5]([NH:22][C:23](=[O:29])[CH2:24][C:25]([CH3:28])([CH3:27])[CH3:26])[C:4]=1[CH3:30])[CH3:2].C(=O)([O-])[OH:32].[Na+].ClC1C=CC=C(C(OO)=O)C=1.S([O-])(O)=O.[Na+]. The catalyst is ClCCl. The product is [CH2:1]([C:3]1[C:11]2[S:10](=[O:32])[CH2:9][CH:8]([C:12]3[CH:17]=[CH:16][C:15]([CH:18]([CH3:19])[CH3:20])=[CH:14][CH:13]=3)[C:7]=2[C:6]([CH3:21])=[C:5]([NH:22][C:23](=[O:29])[CH2:24][C:25]([CH3:27])([CH3:26])[CH3:28])[C:4]=1[CH3:30])[CH3:2]. The yield is 0.220. (2) The reactants are [Cl:1][S:2]([OH:5])(=O)=[O:3].[CH3:6][O:7][C:8](=[O:16])[C:9]1[CH:14]=[CH:13][CH:12]=[CH:11][C:10]=1[CH3:15]. No catalyst specified. The product is [CH3:6][O:7][C:8](=[O:16])[C:9]1[CH:14]=[C:13]([S:2]([Cl:1])(=[O:5])=[O:3])[CH:12]=[CH:11][C:10]=1[CH3:15]. The yield is 0.370. (3) The product is [CH2:7]([O:9][C:10]1[CH:11]=[C:12]2[C:18](=[CH:19][CH:20]=1)[C:5](=[O:4])[NH:23][CH:14]=[CH:13]2)[CH3:8]. The catalyst is CC(C)=O.O. The reactants are ClC([O:4][CH2:5]C)=O.[CH2:7]([O:9][C:10]1[CH:11]=[C:12]([CH:18]=[CH:19][CH:20]=1)[CH:13]=[CH:14]C(O)=O)[CH3:8].C([N:23](CC)CC)C.[N-]=[N+]=[N-].[Na+].C1(CC2C=CC=CC=2)C=CC=CC=1.C(N(CCCC)CCCC)CCC. The yield is 0.340. (4) The reactants are Cl.[CH:2]([O:5][C:6](=[O:29])[NH:7][C@@H:8]1[CH2:28][C:11]2[N:12]([CH2:21][C@@H:22]3[C@H:26]([OH:27])[CH2:25][CH2:24][NH:23]3)[C:13]3[CH:14]=[CH:15][C:16]([C:19]#[N:20])=[CH:17][C:18]=3[C:10]=2[CH2:9]1)([CH3:4])[CH3:3].C=O.[C:32](O[BH-](OC(=O)C)OC(=O)C)(=O)C.[Na+].C(=O)(O)[O-].[Na+]. The catalyst is C(#N)C.C(OCC)(=O)C.CO. The product is [CH:2]([O:5][C:6](=[O:29])[NH:7][C@@H:8]1[CH2:28][C:11]2[N:12]([CH2:21][C@@H:22]3[C@H:26]([OH:27])[CH2:25][CH2:24][N:23]3[CH3:32])[C:13]3[CH:14]=[CH:15][C:16]([C:19]#[N:20])=[CH:17][C:18]=3[C:10]=2[CH2:9]1)([CH3:4])[CH3:3]. The yield is 0.610. (5) The reactants are [CH3:1][O:2][C:3](=[O:12])[C:4]1[CH:9]=[CH:8][C:7](Cl)=[N:6][C:5]=1[NH2:11].C([Sn](CCCC)(CCCC)[CH2:18][O:19][CH3:20])CCC.CN1CCCC1=O.[F-].[K+]. The catalyst is C1C=CC([P]([Pd]([P](C2C=CC=CC=2)(C2C=CC=CC=2)C2C=CC=CC=2)([P](C2C=CC=CC=2)(C2C=CC=CC=2)C2C=CC=CC=2)[P](C2C=CC=CC=2)(C2C=CC=CC=2)C2C=CC=CC=2)(C2C=CC=CC=2)C2C=CC=CC=2)=CC=1.C(OCC)(=O)C. The product is [CH3:1][O:2][C:3](=[O:12])[C:4]1[CH:9]=[CH:8][C:7]([CH2:18][O:19][CH3:20])=[N:6][C:5]=1[NH2:11]. The yield is 0.630. (6) The reactants are I[C:2]1[C:10]2[C:5](=[CH:6][C:7](/[CH:11]=[C:12]3/[C:13](=[O:21])[NH:14][C:15]4[C:20]/3=[CH:19][CH:18]=[CH:17][CH:16]=4)=[CH:8][CH:9]=2)[NH:4][N:3]=1.N1C2C(=CC=CC=2)CC1=O.N1C2C(=CC=C(C=O)C=2)C=N1. The product is [NH:4]1[C:5]2[C:10](=[CH:9][CH:8]=[C:7](/[CH:11]=[C:12]3/[C:13](=[O:21])[NH:14][C:15]4[C:20]/3=[CH:19][CH:18]=[CH:17][CH:16]=4)[CH:6]=2)[CH:2]=[N:3]1. No catalyst specified. The yield is 0.510. (7) The reactants are [NH2:1][C:2]1[C:7]([C:8]([OH:10])=O)=[C:6]([C:11]([F:14])([F:13])[F:12])[N:5]=[CH:4][CH:3]=1.C(N(CC)CC)C.[F:22][C:23]1[CH:24]=[C:25]([CH2:30][CH:31]([NH2:33])[CH3:32])[CH:26]=[CH:27][C:28]=1[F:29].CN(C(ON1N=NC2C=CC=CC1=2)=[N+](C)C)C.F[P-](F)(F)(F)(F)F. The catalyst is ClCCl.CN(C=O)C. The product is [NH2:1][C:2]1[C:7]([C:8]([NH:33][CH:31]([CH3:32])[CH2:30][C:25]2[CH:26]=[CH:27][C:28]([F:29])=[C:23]([F:22])[CH:24]=2)=[O:10])=[C:6]([C:11]([F:14])([F:13])[F:12])[N:5]=[CH:4][CH:3]=1. The yield is 0.550. (8) The reactants are S(Cl)([Cl:4])(=O)=O.[CH3:6][N:7]1[C:11]([CH3:12])=[N:10][N:9]=[C:8]1[C:13]1[CH:18]=[CH:17][N:16]=[CH:15][CH:14]=1.C([O-])(O)=O.[Na+]. The product is [Cl:4][CH2:12][C:11]1[N:7]([CH3:6])[C:8]([C:13]2[CH:18]=[CH:17][N:16]=[CH:15][CH:14]=2)=[N:9][N:10]=1. The yield is 0.230. The catalyst is C(Cl)Cl.CN(C=O)C. (9) The reactants are O[CH:2]([C:21]1[CH:26]=[CH:25][CH:24]=[CH:23][C:22]=1[S:27]([N:30]1[CH2:34][CH2:33][CH2:32][CH2:31]1)(=[O:29])=[O:28])[C:3]1[C:7]2[C:8](=[O:19])[N:9](C(OC(C)(C)C)=O)[CH2:10][CH2:11][C:6]=2[NH:5][C:4]=1[CH3:20].C([SiH](CC)CC)C.C(O)(C(F)(F)F)=O. The catalyst is C(Cl)Cl. The product is [CH3:20][C:4]1[NH:5][C:6]2[CH2:11][CH2:10][NH:9][C:8](=[O:19])[C:7]=2[C:3]=1[CH2:2][C:21]1[CH:26]=[CH:25][CH:24]=[CH:23][C:22]=1[S:27]([N:30]1[CH2:34][CH2:33][CH2:32][CH2:31]1)(=[O:29])=[O:28]. The yield is 0.270.